Dataset: Catalyst prediction with 721,799 reactions and 888 catalyst types from USPTO. Task: Predict which catalyst facilitates the given reaction. Reactant: [CH:1]([C:4]1[CH:9]=[CH:8][C:7]([O:10][CH3:11])=[CH:6][CH:5]=1)([CH3:3])[CH3:2].ClC[CH2:14][C:15](Cl)=[O:16].[Al+3].[Cl-].[Cl-].[Cl-].Cl. Product: [CH:1]([C:4]1[CH:5]=[C:6]2[C:7](=[CH:8][CH:9]=1)[O:10][CH2:11][CH2:14][C:15]2=[O:16])([CH3:3])[CH3:2]. The catalyst class is: 2.